From a dataset of Forward reaction prediction with 1.9M reactions from USPTO patents (1976-2016). Predict the product of the given reaction. (1) Given the reactants [CH3:1][C:2]1[CH:11]=[CH:10][CH:9]=[C:8]2[C:3]=1[C:4](=[O:17])[C:5]([C:12]([O:14]CC)=[O:13])=[CH:6][NH:7]2.[OH-].[Na+].Cl, predict the reaction product. The product is: [CH3:1][C:2]1[CH:11]=[CH:10][CH:9]=[C:8]2[C:3]=1[C:4](=[O:17])[C:5]([C:12]([OH:14])=[O:13])=[CH:6][NH:7]2. (2) Given the reactants [OH-].[Na+].BrBr.Br[O-].[CH2:7]([O:14][C:15]12[CH2:23][CH:19]3[CH2:20][CH:21]([CH2:22]1)[C:17]([C:24](=[O:26])C)([CH2:18]3)[CH2:16]2)[C:8]1[CH:13]=[CH:12][CH:11]=[CH:10][CH:9]=1.CC(C)=[O:29].CC(O)=O, predict the reaction product. The product is: [CH2:7]([O:14][C:15]12[CH2:23][CH:19]3[CH2:20][CH:21]([CH2:22]1)[C:17]([C:24]([OH:29])=[O:26])([CH2:18]3)[CH2:16]2)[C:8]1[CH:9]=[CH:10][CH:11]=[CH:12][CH:13]=1. (3) Given the reactants [CH2:1]([O:8][C:9]1[CH:29]=[CH:28][C:12]([CH2:13][C:14]([CH2:25][CH2:26][CH3:27])(C(OCC)=O)[C:15]([O:17]CC)=[O:16])=[CH:11][CH:10]=1)[C:2]1[CH:7]=[CH:6][CH:5]=[CH:4][CH:3]=1.[OH-].[K+], predict the reaction product. The product is: [CH2:1]([O:8][C:9]1[CH:10]=[CH:11][C:12]([CH2:13][CH:14]([CH2:25][CH2:26][CH3:27])[C:15]([OH:17])=[O:16])=[CH:28][CH:29]=1)[C:2]1[CH:3]=[CH:4][CH:5]=[CH:6][CH:7]=1. (4) Given the reactants [CH3:1][CH:2]([O:7][C:8]1[CH:9]=[CH:10][C:11]2[CH2:12][N:13](C(OC(C)(C)C)=O)[CH2:14][CH2:15][O:16][C:17]=2[N:18]=1)[CH:3]([CH3:6])[CH2:4][CH3:5].[ClH:26].C(OCC)(=O)C, predict the reaction product. The product is: [ClH:26].[CH3:1][CH:2]([O:7][C:8]1[CH:9]=[CH:10][C:11]2[CH2:12][NH:13][CH2:14][CH2:15][O:16][C:17]=2[N:18]=1)[CH:3]([CH3:6])[CH2:4][CH3:5]. (5) Given the reactants Cl.[O:2]=[C:3]([C:14]1[CH:19]=[CH:18][CH:17]=[CH:16][CH:15]=1)[CH2:4][C:5](SC1C=CC=CC=1)=[NH:6].[CH3:20][O:21][C:22]1[CH:28]=[CH:27][C:25]([NH2:26])=[C:24]([CH3:29])[CH:23]=1, predict the reaction product. The product is: [CH3:20][O:21][C:22]1[CH:28]=[CH:27][C:25]([NH:26][C:5](=[NH:6])[CH2:4][C:3](=[O:2])[C:14]2[CH:15]=[CH:16][CH:17]=[CH:18][CH:19]=2)=[C:24]([CH3:29])[CH:23]=1. (6) Given the reactants C[O:2][C:3]([C:5]1[N:6]([CH3:24])[CH:7]=[C:8]([C:10]2[CH:15]=[CH:14][C:13]([NH:16][C:17]([O:19][C:20]([CH3:23])([CH3:22])[CH3:21])=[O:18])=[CH:12][CH:11]=2)[N:9]=1)=[O:4].[OH-].[K+], predict the reaction product. The product is: [C:20]([O:19][C:17]([NH:16][C:13]1[CH:12]=[CH:11][C:10]([C:8]2[N:9]=[C:5]([C:3]([OH:4])=[O:2])[N:6]([CH3:24])[CH:7]=2)=[CH:15][CH:14]=1)=[O:18])([CH3:23])([CH3:21])[CH3:22]. (7) Given the reactants [CH3:1][O:2][C:3]1[C:8]([O:9][CH3:10])=[C:7]([O:11][CH3:12])[CH:6]=[CH:5][C:4]=1[CH:13]=[C:14]([N:19]=[N+]=[N-])[C:15]([O:17][CH3:18])=[O:16].[CH3:22]C(C)([O-])C.[K+].C1OCCOCCOCCOCCOCCOC1.IC, predict the reaction product. The product is: [CH3:22][N:19]1[C:5]2[C:4](=[C:3]([O:2][CH3:1])[C:8]([O:9][CH3:10])=[C:7]([O:11][CH3:12])[CH:6]=2)[CH:13]=[C:14]1[C:15]([O:17][CH3:18])=[O:16]. (8) Given the reactants C[O:2][C:3](=[O:46])[C:4]1[CH:9]=[CH:8][CH:7]=[CH:6][C:5]=1[O:10][C:11]1[CH:16]=[CH:15][CH:14]=[C:13]([O:17][CH2:18][CH2:19][CH2:20][O:21][C:22]2[CH:27]=[C:26]([O:28]CC3C=CC=CC=3)[C:25]([C:36]3[S:37][CH:38]=[CH:39][N:40]=3)=[CH:24][C:23]=2[CH2:41][CH3:42])[C:12]=1[CH2:43][CH2:44][CH3:45].B(F)(F)F.CCOCC, predict the reaction product. The product is: [CH2:41]([C:23]1[CH:24]=[C:25]([C:36]2[S:37][CH:38]=[CH:39][N:40]=2)[C:26]([OH:28])=[CH:27][C:22]=1[O:21][CH2:20][CH2:19][CH2:18][O:17][C:13]1[C:12]([CH2:43][CH2:44][CH3:45])=[C:11]([CH:16]=[CH:15][CH:14]=1)[O:10][C:5]1[CH:6]=[CH:7][CH:8]=[CH:9][C:4]=1[C:3]([OH:46])=[O:2])[CH3:42]. (9) Given the reactants [CH2:1]([O:8][C:9]([N:11]1[CH2:15][CH2:14][C:13]([CH:17]([N:19]=[N+]=[N-])[CH3:18])([F:16])[CH2:12]1)=[O:10])[C:2]1[CH:7]=[CH:6][CH:5]=[CH:4][CH:3]=1.[H][H], predict the reaction product. The product is: [CH2:1]([O:8][C:9]([N:11]1[CH2:15][CH2:14][C:13]([CH:17]([NH2:19])[CH3:18])([F:16])[CH2:12]1)=[O:10])[C:2]1[CH:7]=[CH:6][CH:5]=[CH:4][CH:3]=1.